This data is from NCI-60 drug combinations with 297,098 pairs across 59 cell lines. The task is: Regression. Given two drug SMILES strings and cell line genomic features, predict the synergy score measuring deviation from expected non-interaction effect. (1) Drug 1: CNC(=O)C1=NC=CC(=C1)OC2=CC=C(C=C2)NC(=O)NC3=CC(=C(C=C3)Cl)C(F)(F)F. Drug 2: C1CCC(C(C1)N)N.C(=O)(C(=O)[O-])[O-].[Pt+4]. Cell line: HOP-62. Synergy scores: CSS=12.5, Synergy_ZIP=-1.75, Synergy_Bliss=3.33, Synergy_Loewe=-12.8, Synergy_HSA=4.52. (2) Drug 1: C1=CC(=C2C(=C1NCCNCCO)C(=O)C3=C(C=CC(=C3C2=O)O)O)NCCNCCO. Drug 2: C1=NC2=C(N=C(N=C2N1C3C(C(C(O3)CO)O)O)F)N. Cell line: LOX IMVI. Synergy scores: CSS=38.0, Synergy_ZIP=5.42, Synergy_Bliss=4.57, Synergy_Loewe=-23.5, Synergy_HSA=2.70.